From a dataset of Reaction yield outcomes from USPTO patents with 853,638 reactions. Predict the reaction yield, written as a fraction of the theoretical maximum amount of product (1.0 means a 100% yield; for example, 0.34 means a 34% yield). (1) The reactants are [Cl:1][C:2]1[C:3]([CH2:9][CH2:10][CH2:11][OH:12])=[C:4](O)[CH:5]=[CH:6][CH:7]=1.C1(P(C2C=CC=CC=2)C2C=CC=CC=2)C=CC=CC=1. The catalyst is O1CCCC1. The product is [Cl:1][C:2]1[CH:7]=[CH:6][CH:5]=[C:4]2[C:3]=1[CH2:9][CH2:10][CH2:11][O:12]2. The yield is 0.240. (2) The reactants are [Br:1][C:2]1[CH:3]=[C:4]([OH:26])[CH:5]=[C:6]([Br:25])[C:7]=1[O:8][C:9]1[CH:14]=[CH:13][C:12]([O:15]C)=[C:11]([CH2:17][C:18]2[CH:23]=[CH:22][C:21]([F:24])=[CH:20][CH:19]=2)[CH:10]=1.ClCCl.B(Br)(Br)Br. The catalyst is C(OCC)(=O)C. The product is [Br:1][C:2]1[CH:3]=[C:4]([OH:26])[CH:5]=[C:6]([Br:25])[C:7]=1[O:8][C:9]1[CH:14]=[CH:13][C:12]([OH:15])=[C:11]([CH2:17][C:18]2[CH:19]=[CH:20][C:21]([F:24])=[CH:22][CH:23]=2)[CH:10]=1. The yield is 0.660. (3) The reactants are [OH:1][CH2:2][CH2:3][NH:4][C:5]([N:7]1[CH2:12][CH2:11][CH:10]([C:13]2[CH:18]=[CH:17][C:16]([NH:19][C:20]([C:22]3[N:23](COCC[Si](C)(C)C)[CH:24]=[C:25]([C:27]#[N:28])[N:26]=3)=[O:21])=[C:15]([C:37]3[CH2:42][CH2:41][CH2:40][CH2:39][CH:38]=3)[CH:14]=2)[CH2:9][CH2:8]1)=[O:6].CCO.C(O)(C(F)(F)F)=O. The catalyst is C(Cl)Cl. The product is [OH:1][CH2:2][CH2:3][NH:4][C:5]([N:7]1[CH2:12][CH2:11][CH:10]([C:13]2[CH:18]=[CH:17][C:16]([NH:19][C:20]([C:22]3[NH:23][CH:24]=[C:25]([C:27]#[N:28])[N:26]=3)=[O:21])=[C:15]([CH:37]3[CH2:38][CH:39]=[CH:40][CH2:41][CH2:42]3)[CH:14]=2)[CH2:9][CH2:8]1)=[O:6]. The yield is 0.920. (4) The reactants are [H-].[Al+3].[Li+].[H-].[H-].[H-].[Cl:7][C:8]1[CH:13]=[C:12]([Cl:14])[CH:11]=[CH:10][C:9]=1[NH:15][C:16]1[N:20]([CH2:21][CH:22]([OH:28])[CH2:23][C:24](OC)=[O:25])[C:19]2[C:29]([N:33]([CH2:36][CH3:37])[CH2:34][CH3:35])=[CH:30][CH:31]=[CH:32][C:18]=2[N:17]=1.O.O.O.O.O.O.O.O.O.O.S([O-])([O-])(=O)=O.[Na+].[Na+]. The catalyst is O1CCCC1. The product is [Cl:7][C:8]1[CH:13]=[C:12]([Cl:14])[CH:11]=[CH:10][C:9]=1[NH:15][C:16]1[N:20]([CH2:21][CH:22]([OH:28])[CH2:23][CH2:24][OH:25])[C:19]2[C:29]([N:33]([CH2:36][CH3:37])[CH2:34][CH3:35])=[CH:30][CH:31]=[CH:32][C:18]=2[N:17]=1. The yield is 0.960. (5) The reactants are [H-].[Na+].[F:3][C:4]1[CH:5]=[C:6]([OH:18])[CH:7]=[CH:8][C:9]=1[CH2:10][N:11]1[CH2:16][CH2:15][N:14]([CH3:17])[CH2:13][CH2:12]1.CS(O[CH:24]1[CH2:27][N:26]([C:28]([O:30][C:31]([CH3:34])([CH3:33])[CH3:32])=[O:29])[CH2:25]1)(=O)=O.[OH-].[Na+]. The catalyst is CN(C=O)C.O. The product is [F:3][C:4]1[CH:5]=[C:6]([CH:7]=[CH:8][C:9]=1[CH2:10][N:11]1[CH2:12][CH2:13][N:14]([CH3:17])[CH2:15][CH2:16]1)[O:18][CH:24]1[CH2:25][N:26]([C:28]([O:30][C:31]([CH3:34])([CH3:33])[CH3:32])=[O:29])[CH2:27]1. The yield is 0.450. (6) The product is [Br:10][CH:7]([C:1](=[O:6])[C:2]([CH3:5])([CH3:4])[CH3:3])[C:8]#[N:9]. The catalyst is C(Cl)(Cl)(Cl)Cl. The reactants are [C:1]([CH2:7][C:8]#[N:9])(=[O:6])[C:2]([CH3:5])([CH3:4])[CH3:3].[Br:10]N1C(=O)CCC1=O. The yield is 0.879.